From a dataset of Drug-target binding data from BindingDB using IC50 measurements. Regression. Given a target protein amino acid sequence and a drug SMILES string, predict the binding affinity score between them. We predict pIC50 (pIC50 = -log10(IC50 in M); higher means more potent). Dataset: bindingdb_ic50. The compound is COc1ccc2c(c1)c[n+](C)c1ccc(OC)cc21.[Cl-]. The target protein (P20711) has sequence MNASEFRRRGKEMVDYMANYMEGIEGRQVYPDVEPGYLRPLIPAAAPQEPDTFEDIINDVEKIIMPGVTHWHSPYFFAYFPTASSYPAMLADMLCGAIGCIGFSWAASPACTELETVMMDWLGKMLELPKAFLNEKAGEGGGVIQGSASEATLVALLAARTKVIHRLQAASPELTQAAIMEKLVAYSSDQAHSSVERAGLIGGVKLKAIPSDGNFAMRASALQEALERDKAAGLIPFFMVATLGTTTCCSFDNLLEVGPICNKEDIWLHVDAAYAGSAFICPEFRHLLNGVEFADSFNFNPHKWLLVNFDCSAMWVKKRTDLTGAFRLDPTYLKHSHQDSGLITDYRHWQIPLGRRFRSLKMWFVFRMYGVKGLQAYIRKHVQLSHEFESLVRQDPRFEICVEVILGLVCFRLKGSNKVNEALLQRINSAKKIHLVPCHLRDKFVLRFAICSRTVESAHVQRAWEHIKELAADVLRAERE. The pIC50 is 3.7.